Predict the product of the given reaction. From a dataset of Forward reaction prediction with 1.9M reactions from USPTO patents (1976-2016). (1) Given the reactants Br[C:2]1[N:3]=[C:4]([CH:10]2[CH2:15][CH2:14][N:13]([C:16]([O:18][C:19]([CH3:22])([CH3:21])[CH3:20])=[O:17])[CH2:12][CH2:11]2)[N:5]([CH2:7][CH2:8][OH:9])[CH:6]=1.P([O-])([O-])([O-])=O.[K+].[K+].[K+].[CH:31]1(P(C2CCCCC2)C2C=CC=CC=2C2C(OC)=CC=CC=2OC)CCCC[CH2:32]1.CC1(C)C(C)(C)OB(C=C)O1, predict the reaction product. The product is: [CH:31]([C:2]1[N:3]=[C:4]([CH:10]2[CH2:15][CH2:14][N:13]([C:16]([O:18][C:19]([CH3:22])([CH3:21])[CH3:20])=[O:17])[CH2:12][CH2:11]2)[N:5]([CH2:7][CH2:8][OH:9])[CH:6]=1)=[CH2:32]. (2) Given the reactants O([C@@H]1[C@@H](CO)OC(O)[C@H](NC(C)=O)[C@H]1O)[C@@H]1O[C@H](CO)[C@H](O)[C@H](O)[C@H]1O.[O:27]([C@H:42]1[C@@H:76]([OH:77])[C@@H:75]([CH2:78][OH:79])[O:74][C@@H:44]([O:45][C@@H:46]2[C@@H:66]([CH2:67][OH:68])[O:65][C@@H:49]([O:50][CH2:51][C@H:52]3[O:58][CH:56]([OH:57])[C@H:55]([NH:59][C:60]([CH3:62])=[O:61])[C@@H:54]([OH:63])[C@@H:53]3[OH:64])[C@H:48]([NH:69][C:70]([CH3:72])=[O:71])[C@H:47]2[OH:73])[C@@H:43]1[OH:80])[C@@H]1O[C@H](CO)[C@@H](O)[C@H](O)[C@H]1NC(C)=O.[O:81]([C@@H:93]1[C@@H:113]([CH2:114][OH:115])[O:112][C@@H:96]([O:97][CH2:98][C@H:99]2[O:105][CH:103]([OH:104])[C@H:102]([NH:106][C:107]([CH3:109])=[O:108])[C@@H:101]([OH:110])[C@@H:100]2[OH:111])[C@H:95]([NH:116][C:117]([CH3:119])=[O:118])[C@H:94]1[OH:120])[C@@H]1O[C@H](CO)[C@H](O)[C@H](O)[C@H]1O.CC(N[C@H]1[C@@H](OP(OP(OC[C@H]2O[C@@H](N3C(=O)NC(=O)C=C3)[C@H](O)[C@@H]2O)(O)=O)(O)=O)O[C@H](CO)[C@@H](O)[C@@H]1O)=O.P(OC[C@H]1O[C@@H](N2C3N=CN=C(N)C=3N=C2)[C@H](O)[C@@H]1O)(OP(OP(O)(O)=O)(O)=O)(=O)O, predict the reaction product. The product is: [O:45]([C@@H:46]1[C@@H:66]([CH2:67][OH:68])[O:65][C@@H:49]([O:50][CH2:51][C@H:52]2[O:58][CH:56]([OH:57])[C@H:55]([NH:59][C:60]([CH3:62])=[O:61])[C@@H:54]([OH:63])[C@@H:53]2[OH:64])[C@H:48]([NH:69][C:70]([CH3:72])=[O:71])[C@H:47]1[OH:73])[C@@H:44]1[O:74][C@H:75]([CH2:78][OH:79])[C@H:76]([OH:77])[C@H:42]([OH:27])[C@H:43]1[OH:80].[O:97]([CH2:98][C@H:99]1[O:105][CH:103]([OH:104])[C@H:102]([NH:106][C:107]([CH3:109])=[O:108])[C@@H:101]([OH:110])[C@@H:100]1[OH:111])[C@@H:96]1[O:112][C@H:113]([CH2:114][OH:115])[C@@H:93]([OH:81])[C@H:94]([OH:120])[C@H:95]1[NH:116][C:117]([CH3:119])=[O:118].